From a dataset of Catalyst prediction with 721,799 reactions and 888 catalyst types from USPTO. Predict which catalyst facilitates the given reaction. (1) Reactant: [F:1][C:2]([F:27])([C:20]1[CH:25]=[CH:24][C:23]([CH3:26])=[CH:22][CH:21]=1)[CH2:3][N:4]1[CH2:9][CH2:8][CH:7]([NH:10][C:11]2[C:12]3[CH:19]=[CH:18][NH:17][C:13]=3[N:14]=[CH:15][N:16]=2)[CH2:6][CH2:5]1.[ClH:28].CCOCC. Product: [ClH:28].[F:27][C:2]([F:1])([C:20]1[CH:21]=[CH:22][C:23]([CH3:26])=[CH:24][CH:25]=1)[CH2:3][N:4]1[CH2:5][CH2:6][CH:7]([NH:10][C:11]2[C:12]3[CH:19]=[CH:18][NH:17][C:13]=3[N:14]=[CH:15][N:16]=2)[CH2:8][CH2:9]1. The catalyst class is: 5. (2) Reactant: [CH3:1][O:2][C:3]1[CH:4]=[C:5]2[C:10](=[CH:11][C:12]=1[O:13][CH3:14])[NH:9][C:8](=[O:15])[NH:7][C:6]2=[O:16].C(O[C@@H:21]1[O:43][C@H:42]([CH2:44][O:45][C:46](=[O:53])[C:47]2[CH:52]=[CH:51][CH:50]=[CH:49][CH:48]=2)[C@@H:32]([O:33][C:34](=[O:41])[C:35]2[CH:40]=[CH:39][CH:38]=[CH:37][CH:36]=2)[C@H:22]1[O:23][C:24](=[O:31])[C:25]1[CH:30]=[CH:29][CH:28]=[CH:27][CH:26]=1)(=O)C.C/C(/O[Si](C)(C)C)=N\[Si](C)(C)C.C(=O)(O)[O-].[Na+]. Product: [C:34]([O:33][C@H:32]1[C@@H:22]([O:23][C:24](=[O:31])[C:25]2[CH:30]=[CH:29][CH:28]=[CH:27][CH:26]=2)[C@H:21]([N:9]2[C:10]3[C:5](=[CH:4][C:3]([O:2][CH3:1])=[C:12]([O:13][CH3:14])[CH:11]=3)[C:6](=[O:16])[NH:7][C:8]2=[O:15])[O:43][C@@H:42]1[CH2:44][O:45][C:46](=[O:53])[C:47]1[CH:48]=[CH:49][CH:50]=[CH:51][CH:52]=1)(=[O:41])[C:35]1[CH:40]=[CH:39][CH:38]=[CH:37][CH:36]=1. The catalyst class is: 10. (3) Reactant: [CH3:1][O:2][CH2:3][CH2:4][O:5][CH2:6][CH2:7][O:8][CH2:9][CH2:10][O:11][C:12]1[CH:17]=[C:16]([N+:18]([O-])=O)[CH:15]=[CH:14][C:13]=1[C:21]1[S:22][C:23]2[CH:29]=[CH:28][CH:27]=[CH:26][C:24]=2[N:25]=1.O.O.[Sn](Cl)Cl.CCOC(C)=O. Product: [S:22]1[C:23]2[CH:29]=[CH:28][CH:27]=[CH:26][C:24]=2[N:25]=[C:21]1[C:13]1[CH:14]=[CH:15][C:16]([NH2:18])=[CH:17][C:12]=1[O:11][CH2:10][CH2:9][O:8][CH2:7][CH2:6][O:5][CH2:4][CH2:3][O:2][CH3:1]. The catalyst class is: 14. (4) Reactant: C([N:8]1[CH2:12][CH2:11][C:10]([CH2:14][N:15]([CH3:29])[C:16]2[CH:28]=[CH:27][C:19]([C:20]([O:22][C:23]([CH3:26])([CH3:25])[CH3:24])=[O:21])=[CH:18][CH:17]=2)([OH:13])[CH2:9]1)C1C=CC=CC=1. Product: [OH:13][C:10]1([CH2:14][N:15]([CH3:29])[C:16]2[CH:28]=[CH:27][C:19]([C:20]([O:22][C:23]([CH3:24])([CH3:25])[CH3:26])=[O:21])=[CH:18][CH:17]=2)[CH2:11][CH2:12][NH:8][CH2:9]1. The catalyst class is: 19. (5) Reactant: [CH2:1]([NH2:4])[CH2:2][NH2:3].[CH2:5]([NH2:12])[CH2:6][CH2:7][CH2:8][CH2:9][CH2:10][NH2:11].[C:13]([O:17][CH2:18][C:19]([CH2:32][O:33][C:34](=[O:37])[CH:35]=[CH2:36])([CH2:26][O:27][C:28](=[O:31])[CH:29]=[CH2:30])[CH2:20][O:21][C:22](=[O:25])[CH:23]=[CH2:24])(=[O:16])[CH:14]=[CH2:15]. Product: [OH:17][CH2:18][C:19]([CH2:32][OH:33])([CH2:26][OH:27])[CH2:20][OH:21].[C:28]([O:27][CH2:26][C:19]([CH2:32][O:33][C:34](=[O:37])[CH:35]=[CH2:36])([CH2:20][O:21][C:22](=[O:25])[CH:23]=[CH2:24])[CH2:18][O:17][C:13](=[O:16])[CH:14]=[CH2:15])(=[O:31])[CH:29]=[CH2:30].[CH2:1]([NH2:4])[CH2:2][NH2:3].[CH2:5]([NH2:12])[CH2:6][CH2:7][CH2:8][CH2:9][CH2:10][NH2:11]. The catalyst class is: 5. (6) Reactant: [O:1]1[CH2:4][CH:3]([S:5](Cl)(=[O:7])=[O:6])[CH2:2]1.C(N(CC)CC)C.[C:16]([O:20][C:21](=[O:47])[N:22]([C:36]1[CH:41]=[CH:40][N:39]=[C:38]([C:42]2[CH:43]=[N:44][NH:45][CH:46]=2)[N:37]=1)[C:23]1[N:28]=[CH:27][C:26]2[N:29]=[C:30]([CH3:35])[N:31]([CH:32]([CH3:34])[CH3:33])[C:25]=2[CH:24]=1)([CH3:19])([CH3:18])[CH3:17]. Product: [CH:32]([N:31]1[C:25]2[CH:24]=[C:23]([N:22]([C:36]3[CH:41]=[CH:40][N:39]=[C:38]([C:42]4[CH:43]=[N:44][N:45]([S:5]([CH:3]5[CH2:4][O:1][CH2:2]5)(=[O:7])=[O:6])[CH:46]=4)[N:37]=3)[C:21](=[O:47])[O:20][C:16]([CH3:18])([CH3:19])[CH3:17])[N:28]=[CH:27][C:26]=2[N:29]=[C:30]1[CH3:35])([CH3:34])[CH3:33]. The catalyst class is: 4.